From a dataset of Catalyst prediction with 721,799 reactions and 888 catalyst types from USPTO. Predict which catalyst facilitates the given reaction. Reactant: C(OC([C:11]1[C:19]2[C:14](=[CH:15][CH:16]=[C:17](CCOS(C)(=O)=O)[CH:18]=2)[NH:13][C:12]=1C)=O)C1C=CC=CC=1.COC[C@@H]1CCC[NH:32]1. Product: [NH:13]1[C:14]2[C:19](=[CH:18][CH:17]=[CH:16][CH:15]=2)[CH:11]=[C:12]1[NH2:32]. The catalyst class is: 12.